From a dataset of Catalyst prediction with 721,799 reactions and 888 catalyst types from USPTO. Predict which catalyst facilitates the given reaction. (1) Reactant: [Br:1][C:2]1[N:3]=[C:4](Br)[S:5][CH:6]=1.C([Mg]Cl)(C)C.[C:13](=O)([O:17]CC)[O:14][CH2:15][CH3:16]. Product: [CH2:15]([O:14][C:13]([C:4]1[S:5][CH:6]=[C:2]([Br:1])[N:3]=1)=[O:17])[CH3:16]. The catalyst class is: 1. (2) Reactant: [Cl:1][C:2]1[N:7]=[C:6]([C:8]([OH:10])=[O:9])[CH:5]=[CH:4][N:3]=1.[CH:11]1(N=C=NC2CCCCC2)CCCC[CH2:12]1.CCO. Product: [CH2:11]([O:9][C:8]([C:6]1[CH:5]=[CH:4][N:3]=[C:2]([Cl:1])[N:7]=1)=[O:10])[CH3:12]. The catalyst class is: 64. (3) Reactant: [CH2:1]([C:3]1[CH:7]=[C:6]([C:8]([OH:10])=O)[N:5]([CH3:11])[N:4]=1)[CH3:2].O1CCCC1.C(Cl)(=O)C(Cl)=O.[NH2:23][C:24]1[CH:25]=[C:26]([CH:43]=[CH:44][C:45]=1[CH3:46])[O:27][C:28]1[CH:29]=[CH:30][C:31]2[N:32]([CH:34]=[C:35]([NH:37][C:38]([CH:40]3[CH2:42][CH2:41]3)=[O:39])[N:36]=2)[N:33]=1. Product: [CH:40]1([C:38]([NH:37][C:35]2[N:36]=[C:31]3[CH:30]=[CH:29][C:28]([O:27][C:26]4[CH:43]=[CH:44][C:45]([CH3:46])=[C:24]([NH:23][C:8]([C:6]5[N:5]([CH3:11])[N:4]=[C:3]([CH2:1][CH3:2])[CH:7]=5)=[O:10])[CH:25]=4)=[N:33][N:32]3[CH:34]=2)=[O:39])[CH2:41][CH2:42]1. The catalyst class is: 402.